This data is from Full USPTO retrosynthesis dataset with 1.9M reactions from patents (1976-2016). The task is: Predict the reactants needed to synthesize the given product. (1) Given the product [C:36]1([C:45]2[CH:50]=[CH:49][CH:48]=[CH:47][CH:46]=2)[CH:41]=[CH:40][C:39]([C:20]2[N:19]=[C:18]3[C:23]([N:24]([CH2:25][O:26][CH2:27][CH2:28][Si:29]([CH3:30])([CH3:31])[CH3:32])[C:16]([O:15][C@@H:14]4[CH2:13][O:12][C@@H:11]5[C@H:7]([O:6][Si:5]([C:1]([CH3:4])([CH3:3])[CH3:2])([CH3:34])[CH3:35])[CH2:8][O:9][C@H:10]45)=[N:17]3)=[CH:22][N:21]=2)=[CH:38][CH:37]=1, predict the reactants needed to synthesize it. The reactants are: [C:1]([Si:5]([CH3:35])([CH3:34])[O:6][C@H:7]1[C@H:11]2[O:12][CH2:13][C@@H:14]([O:15][C:16]3[N:24]([CH2:25][O:26][CH2:27][CH2:28][Si:29]([CH3:32])([CH3:31])[CH3:30])[C:23]4[C:18](=[N:19][C:20](Cl)=[N:21][CH:22]=4)[N:17]=3)[C@H:10]2[O:9][CH2:8]1)([CH3:4])([CH3:3])[CH3:2].[C:36]1([C:45]2[CH:50]=[CH:49][CH:48]=[CH:47][CH:46]=2)[CH:41]=[CH:40][C:39](B(O)O)=[CH:38][CH:37]=1.[O-]P([O-])([O-])=O.[K+].[K+].[K+].CCOC(C)=O. (2) Given the product [NH:1]1[C:9]2[C:4](=[CH:5][CH:6]=[C:7]([NH:10][C:11]3[C:12]4[CH:33]=[CH:32][NH:31][C:13]=4[N:14]=[C:15]([NH:17][C:18]4[CH:23]=[CH:22][C:21]([N:24]5[CH2:25][CH2:26][N:27]([CH3:30])[CH2:28][CH2:29]5)=[CH:20][CH:19]=4)[N:16]=3)[CH:8]=2)[CH:3]=[N:2]1, predict the reactants needed to synthesize it. The reactants are: [NH:1]1[C:9]2[C:4](=[CH:5][CH:6]=[C:7]([NH:10][C:11]3[C:12]4[CH:33]=[CH:32][N:31](S(C5C=CC(C)=CC=5)(=O)=O)[C:13]=4[N:14]=[C:15]([NH:17][C:18]4[CH:23]=[CH:22][C:21]([N:24]5[CH2:29][CH2:28][N:27]([CH3:30])[CH2:26][CH2:25]5)=[CH:20][CH:19]=4)[N:16]=3)[CH:8]=2)[CH:3]=[N:2]1.[OH-].[K+]. (3) Given the product [Cl:24][C:18]1[CH:17]=[C:16]([CH2:15][CH2:14][C:5]2([CH:9]3[CH2:13][CH2:12][CH2:11][CH2:10]3)[O:4][C:3](=[O:25])[CH:2]([S:48][C:49]3[NH:53][C:52]([C:54]4[CH:59]=[CH:58][C:57]([OH:60])=[CH:56][CH:55]=4)=[N:51][N:50]=3)[C:7](=[O:8])[CH2:6]2)[CH:21]=[CH:20][C:19]=1[O:22][CH3:23], predict the reactants needed to synthesize it. The reactants are: Cl[C:2]1[C:3](=[O:25])[O:4][C:5]([CH2:14][CH2:15][C:16]2[CH:21]=[CH:20][C:19]([O:22][CH3:23])=[C:18]([Cl:24])[CH:17]=2)([CH:9]2[CH2:13][CH2:12][CH2:11][CH2:10]2)[CH2:6][C:7]=1[OH:8].ClC1C(=O)OC(CCC2CCCCC=2)(C2CCCC2)CC=1O.[SH:48][C:49]1[N:53]=[C:52]([C:54]2[CH:59]=[CH:58][C:57]([OH:60])=[CH:56][CH:55]=2)[NH:51][N:50]=1.N1C=CC(C2NC(S)=NN=2)=CC=1. (4) Given the product [CH3:1][C:2]1([CH3:15])[CH2:14][C:5]2[S:6][C:7]([C:9]([OH:11])=[O:10])=[CH:8][C:4]=2[CH2:3]1, predict the reactants needed to synthesize it. The reactants are: [CH3:1][C:2]1([CH3:15])[CH2:14][C:5]2[S:6][C:7]([C:9]([O:11]CC)=[O:10])=[CH:8][C:4]=2[CH2:3]1.C1COCC1.[OH-].[Li+].Cl. (5) Given the product [CH:18]1[CH:19]=[CH:20][C:15]([CH2:14][CH2:13][C@H:12]([NH:11][C@H:10]([C:9]([N:5]2[C@H:4]([C:3]([OH:38])=[O:2])[CH2:8][CH2:7][CH2:6]2)=[O:37])[CH2:26][CH2:27][CH2:28][CH2:29][NH2:30])[C:21]([OH:23])=[O:22])=[CH:16][CH:17]=1, predict the reactants needed to synthesize it. The reactants are: C[O:2][C:3](=[O:38])[C@@H:4]1[CH2:8][CH2:7][CH2:6][N:5]1[C:9](=[O:37])[C@H:10]([CH2:26][CH2:27][CH2:28][CH2:29][NH:30]C(=O)C(F)(F)F)[NH:11][C@H:12]([C:21]([O:23]CC)=[O:22])[CH2:13][CH2:14][C:15]1[CH:20]=[CH:19][CH:18]=[CH:17][CH:16]=1.CO.[OH-].[Na+].Cl. (6) Given the product [CH3:2][NH:7][CH2:8][C:9]1([C:20]2([OH:25])[CH2:24][CH2:23][CH2:22][CH2:21]2)[C:19]2[C:11](=[CH:12][C:13]3[S:17][CH:16]=[CH:15][C:14]=3[CH:18]=2)[CH2:10]1, predict the reactants needed to synthesize it. The reactants are: Cl[C:2](OCC)=O.[NH2:7][CH2:8][C:9]1([C:20]2([OH:25])[CH2:24][CH2:23][CH2:22][CH2:21]2)[C:19]2[C:11](=[CH:12][C:13]3[S:17][CH:16]=[CH:15][C:14]=3[CH:18]=2)[CH2:10]1.C(N(CC)CC)C.